From a dataset of Full USPTO retrosynthesis dataset with 1.9M reactions from patents (1976-2016). Predict the reactants needed to synthesize the given product. (1) Given the product [N+:32]([C:27]1[CH:26]=[C:25]([B:9]2[O:10][C:11]([CH3:16])([CH3:17])[C:12]([CH3:14])([CH3:15])[O:13]2)[CH:30]=[CH:29][C:28]=1[NH2:31])([O-:34])=[O:33], predict the reactants needed to synthesize it. The reactants are: [CH3:16][C:11]1([CH3:17])[C:12]([CH3:15])([CH3:14])[O:13][B:9]([B:9]2[O:13][C:12]([CH3:15])([CH3:14])[C:11]([CH3:17])([CH3:16])[O:10]2)[O:10]1.CC([O-])=O.[K+].Br[C:25]1[CH:30]=[CH:29][C:28]([NH2:31])=[C:27]([N+:32]([O-:34])=[O:33])[CH:26]=1. (2) Given the product [C:49]([O:53][C:54]([N:56]1[CH2:57][CH:58]=[C:59]([C:2]2[CH:7]=[N:6][CH:5]=[C:4]([C:8]3[CH:9]=[C:10]4[C:15](=[CH:16][CH:17]=3)[N:14]([CH3:18])[C:13](=[O:19])[CH2:12][CH2:11]4)[CH:3]=2)[CH2:60][CH2:61]1)=[O:55])([CH3:52])([CH3:50])[CH3:51], predict the reactants needed to synthesize it. The reactants are: Br[C:2]1[CH:3]=[C:4]([C:8]2[CH:9]=[C:10]3[C:15](=[CH:16][CH:17]=2)[N:14]([CH3:18])[C:13](=[O:19])[CH2:12][CH2:11]3)[CH:5]=[N:6][CH:7]=1.CN1C2C(=CC(B3OC(C)(C)C(C)(C)O3)=CC=2)CCC1=O.BrC1C=NC=C(Br)C=1.[C:49]([O:53][C:54]([N:56]1[CH2:61][CH:60]=[C:59](B2OC(C)(C)C(C)(C)O2)[CH2:58][CH2:57]1)=[O:55])([CH3:52])([CH3:51])[CH3:50]. (3) Given the product [Cl:37][C:36]1[C:31]([N:18]2[CH2:17][CH2:16][CH:15]([N:3]3[CH2:4][CH2:5][C@H:6]([NH:7][C:8](=[O:14])[O:9][C:10]([CH3:13])([CH3:12])[CH3:11])[C:2]3=[O:1])[CH2:20][CH2:19]2)=[N:32][CH:33]=[C:34]([C:38]([F:40])([F:39])[F:41])[CH:35]=1, predict the reactants needed to synthesize it. The reactants are: [O:1]=[C:2]1[C@@H:6]([NH:7][C:8](=[O:14])[O:9][C:10]([CH3:13])([CH3:12])[CH3:11])[CH2:5][CH2:4][N:3]1[CH:15]1[CH2:20][CH2:19][NH:18][CH2:17][CH2:16]1.C(N(C(C)C)C(C)C)C.Cl[C:31]1[C:36]([Cl:37])=[CH:35][C:34]([C:38]([F:41])([F:40])[F:39])=[CH:33][N:32]=1. (4) Given the product [OH:8][C:9]1[CH:17]=[CH:16][CH:15]=[C:14]2[C:10]=1[C:11]([CH2:18][CH2:19][C:20]1[CH:25]=[CH:24][CH:23]=[CH:22][CH:21]=1)=[CH:12][NH:13]2, predict the reactants needed to synthesize it. The reactants are: C([O:8][C:9]1[CH:17]=[CH:16][CH:15]=[C:14]2[C:10]=1[C:11](/[CH:18]=[CH:19]/[C:20]1[CH:25]=[CH:24][CH:23]=[CH:22][CH:21]=1)=[CH:12][NH:13]2)C1C=CC=CC=1.